Dataset: Full USPTO retrosynthesis dataset with 1.9M reactions from patents (1976-2016). Task: Predict the reactants needed to synthesize the given product. (1) Given the product [CH3:17][O:18][C:19]1[CH:20]=[CH:21][C:22]2[C:10]([C:11]([O:13][CH2:14][CH3:15])=[O:12])=[C:9]([C:4]3[CH:5]=[CH:6][CH:7]=[CH:8][C:3]=3[O:2][CH3:1])[O:16][C:23]=2[CH:24]=1, predict the reactants needed to synthesize it. The reactants are: [CH3:1][O:2][C:3]1[CH:8]=[CH:7][CH:6]=[CH:5][C:4]=1[C:9](=[O:16])[CH2:10][C:11]([O:13][CH2:14][CH3:15])=[O:12].[CH3:17][O:18][C:19]1[CH:20]=[C:21](O)[CH:22]=[CH:23][CH:24]=1. (2) Given the product [F:21][C:3]1[C:2]2[N:1]=[CH:22][S:12][C:11]=2[CH:10]=[C:5]([C:6]([O:8][CH3:9])=[O:7])[C:4]=1[NH:13][C:14]1[CH:19]=[CH:18][CH:17]=[CH:16][C:15]=1[Cl:20], predict the reactants needed to synthesize it. The reactants are: [NH2:1][C:2]1[C:11]([SH:12])=[CH:10][C:5]([C:6]([O:8][CH3:9])=[O:7])=[C:4]([NH:13][C:14]2[CH:19]=[CH:18][CH:17]=[CH:16][C:15]=2[Cl:20])[C:3]=1[F:21].[CH3:22]C1C=CC(S(O)(=O)=O)=CC=1.O. (3) The reactants are: [Cl-].O[NH3+:3].[C:4](=[O:7])([O-])[OH:5].[Na+].CS(C)=O.[CH3:13][C:14]1[N:48]=[C:17]2[N:18]([CH:41]3[CH2:46][CH2:45][CH:44]([CH3:47])[O:43][CH2:42]3)[C:19](=[O:40])[C:20]([CH2:25][C:26]3[CH:31]=[CH:30][C:29]([C:32]4[C:33]([C:38]#[N:39])=[CH:34][CH:35]=[CH:36][CH:37]=4)=[CH:28][CH:27]=3)=[C:21]([CH2:22][CH2:23][CH3:24])[N:16]2[N:15]=1. Given the product [CH3:13][C:14]1[N:48]=[C:17]2[N:18]([CH:41]3[CH2:46][CH2:45][CH:44]([CH3:47])[O:43][CH2:42]3)[C:19](=[O:40])[C:20]([CH2:25][C:26]3[CH:27]=[CH:28][C:29]([C:32]4[CH:37]=[CH:36][CH:35]=[CH:34][C:33]=4[C:38]4[NH:3][C:4](=[O:7])[O:5][N:39]=4)=[CH:30][CH:31]=3)=[C:21]([CH2:22][CH2:23][CH3:24])[N:16]2[N:15]=1, predict the reactants needed to synthesize it. (4) Given the product [CH3:26][O:25][C:23]1[CH:22]=[N:21][C:20]2[C:19]([CH:24]=1)=[C:10]1[CH:11]=[CH:12][CH:13]=[CH:14][C:9]1=[N:8][C:27]=2[NH2:28], predict the reactants needed to synthesize it. The reactants are: C(OC([NH:8][C:9]1[CH:14]=[CH:13][CH:12]=[CH:11][C:10]=1B(O)O)=O)(C)(C)C.Cl[C:19]1[C:20]([C:27]#[N:28])=[N:21][CH:22]=[C:23]([O:25][CH3:26])[CH:24]=1.C(=O)([O-])[O-].[K+].[K+]. (5) The reactants are: [F:1][C:2]1[C:7]([O:8][CH3:9])=[CH:6][C:5]([O:10][CH3:11])=[C:4]([F:12])[C:3]=1[C:13]1[N:18]=[CH:17][C:16]2[C:19](I)=[N:20][N:21](C3CCCCO3)[C:15]=2[CH:14]=1.CC1(C)C(C)(C)OB([C:37]2[CH:38]=[C:39]3[C:43](=[CH:44][CH:45]=2)[C:42](=[O:46])[N:41]([CH2:47][C:48]([F:51])([F:50])[F:49])[CH2:40]3)O1. Given the product [F:1][C:2]1[C:7]([O:8][CH3:9])=[CH:6][C:5]([O:10][CH3:11])=[C:4]([F:12])[C:3]=1[C:13]1[N:18]=[CH:17][C:16]2[C:19]([C:37]3[CH:38]=[C:39]4[C:43](=[CH:44][CH:45]=3)[C:42](=[O:46])[N:41]([CH2:47][C:48]([F:51])([F:50])[F:49])[CH2:40]4)=[N:20][NH:21][C:15]=2[CH:14]=1, predict the reactants needed to synthesize it. (6) Given the product [Br:1][C:2]1[CH:10]=[CH:9][C:5]([C:6]([NH:26][CH:23]2[CH2:25][CH2:24]2)=[O:8])=[C:4]([CH3:11])[CH:3]=1, predict the reactants needed to synthesize it. The reactants are: [Br:1][C:2]1[CH:10]=[CH:9][C:5]([C:6]([OH:8])=O)=[C:4]([CH3:11])[CH:3]=1.C(Cl)(=O)C(Cl)=O.CN(C=O)C.[CH:23]1([NH2:26])[CH2:25][CH2:24]1. (7) The reactants are: [O:1]=[C:2]1[C:10]2[C:5](=[CH:6][CH:7]=[CH:8][CH:9]=2)[C:4](=[O:11])[N:3]1[CH2:12][CH2:13][CH2:14][N:15]1[C:24]2[C:19](=[N:20][CH:21]=[C:22]([CH2:25][C:26]3[CH:31]=[CH:30][C:29]([F:32])=[CH:28][CH:27]=3)[CH:23]=2)[C:18]([OH:33])=[C:17]([C:34](OCC)=[O:35])[C:16]1=[O:39].[CH2:40]([O:42][CH2:43][CH2:44][NH2:45])[CH3:41]. Given the product [O:1]=[C:2]1[C:10]2[C:5](=[CH:6][CH:7]=[CH:8][CH:9]=2)[C:4](=[O:11])[N:3]1[CH2:12][CH2:13][CH2:14][N:15]1[C:24]2[C:19](=[N:20][CH:21]=[C:22]([CH2:25][C:26]3[CH:27]=[CH:28][C:29]([F:32])=[CH:30][CH:31]=3)[CH:23]=2)[C:18]([OH:33])=[C:17]([C:34]([NH:45][CH2:44][CH2:43][O:42][CH2:40][CH3:41])=[O:35])[C:16]1=[O:39], predict the reactants needed to synthesize it. (8) Given the product [NH2:24][C:21]1[CH:22]=[CH:23][C:12]([N:6]2[CH2:7][CH2:8][O:9][CH2:10][CH2:11]2)=[C:13]([CH:20]=1)[C:14]([O:16][CH2:17][CH:18]=[CH2:19])=[O:15], predict the reactants needed to synthesize it. The reactants are: O.O.[Sn](Cl)Cl.[N:6]1([C:12]2[CH:23]=[CH:22][C:21]([N+:24]([O-])=O)=[CH:20][C:13]=2[C:14]([O:16][CH2:17][CH:18]=[CH2:19])=[O:15])[CH2:11][CH2:10][O:9][CH2:8][CH2:7]1.C(O)C. (9) Given the product [CH:8]1([NH:9][C:17]([C:19]2[C:24](=[O:25])[NH:23][C:22]3[S:26][CH:27]=[CH:28][C:21]=3[C:20]=2[OH:29])=[O:18])[CH2:7][CH2:2][CH2:3][CH2:13][CH2:12]1, predict the reactants needed to synthesize it. The reactants are: Cl[C:2]1[C:3]2[CH:13]=[CH:12]SC=2NC(=O)[C:7]=1[C:8]#[N:9].C(O[C:17]([C:19]1[C:24](=[O:25])[NH:23][C:22]2[S:26][CH:27]=[CH:28][C:21]=2[C:20]=1[OH:29])=[O:18])C.C1(N)CCCCC1. (10) Given the product [N:1]1[S:2][N:3]=[C:4]2[CH:9]=[C:8]([C:10]([CH2:11][CH3:12])=[C:24]([C:26]3[CH:31]=[CH:30][C:29]([OH:32])=[CH:28][CH:27]=3)[C:21]3[CH:22]=[CH:23][C:18]([O:17][CH2:16][CH2:15][Cl:14])=[CH:19][CH:20]=3)[CH:7]=[CH:6][C:5]=12, predict the reactants needed to synthesize it. The reactants are: [N:1]1[S:2][N:3]=[C:4]2[CH:9]=[C:8]([C:10](=O)[CH2:11][CH3:12])[CH:7]=[CH:6][C:5]=12.[Cl:14][CH2:15][CH2:16][O:17][C:18]1[CH:23]=[CH:22][C:21]([C:24]([C:26]2[CH:31]=[CH:30][C:29]([OH:32])=[CH:28][CH:27]=2)=O)=[CH:20][CH:19]=1.